The task is: Predict the reactants needed to synthesize the given product.. This data is from Full USPTO retrosynthesis dataset with 1.9M reactions from patents (1976-2016). (1) Given the product [CH3:12][C:13]1([CH3:23])[C:14]2[C:2](=[CH:18][CH:17]=[CH:16][CH:15]=2)[C:1](=[O:4])[CH2:21][CH2:22]1, predict the reactants needed to synthesize it. The reactants are: [C:1]([OH:4])(=O)[CH3:2].C(OC(=O)C)(=O)C.[CH3:12][C:13]1([CH3:23])[C:22]2[C:17](=[CH:18]C=C[CH:21]=2)[CH2:16][CH2:15][CH2:14]1. (2) Given the product [CH2:43]([N:30]1[CH2:29][CH2:28][C:27]([NH:26][C:24]([C:15]2[C:14]([NH:13][C:11]([NH:10][C:3]3[C:2]([CH3:1])=[CH:7][C:6]([CH3:8])=[CH:5][C:4]=3[CH3:9])=[O:12])=[CH:23][C:22]3[C:17](=[CH:18][CH:19]=[CH:20][CH:21]=3)[CH:16]=2)=[O:25])([C:33]([O:35][CH3:36])=[O:34])[CH2:32][CH2:31]1)[CH2:44][CH2:45][CH3:46], predict the reactants needed to synthesize it. The reactants are: [CH3:1][C:2]1[CH:7]=[C:6]([CH3:8])[CH:5]=[C:4]([CH3:9])[C:3]=1[NH:10][C:11]([NH:13][C:14]1[C:15]([C:24]([NH:26][C:27]2([C:33]([O:35][CH3:36])=[O:34])[CH2:32][CH2:31][NH:30][CH2:29][CH2:28]2)=[O:25])=[CH:16][C:17]2[C:22]([CH:23]=1)=[CH:21][CH:20]=[CH:19][CH:18]=2)=[O:12].C([O-])([O-])=O.[K+].[K+].[CH2:43](Br)[CH2:44][CH2:45][CH3:46]. (3) Given the product [Br:1][C:2]1[CH:7]=[CH:6][CH:5]=[C:4]([C:11]#[C:12][CH3:13])[CH:3]=1, predict the reactants needed to synthesize it. The reactants are: [Br:1][C:2]1[CH:7]=[CH:6][CH:5]=[C:4](I)[CH:3]=1.C[Si](C)(C)[C:11]#[C:12][CH3:13].C(N(CC)CC)C.[F-].F[N+](F)(F)F.O1CCCC1. (4) The reactants are: [Cl:1][C:2]1[CH:29]=[CH:28][CH:27]=[C:26]([C:30]([F:33])([F:32])[F:31])[C:3]=1[C:4]([N:6]1[C:14]2[C:9](=[C:10]([F:15])[CH:11]=[CH:12][CH:13]=2)[C:8]([C:16]2[CH:24]=[CH:23][C:19]([C:20]([OH:22])=[O:21])=[C:18]([OH:25])[CH:17]=2)=[N:7]1)=[O:5].[CH3:34][C:35](OC(C)=O)=[O:36].[Mg+2].[I-].[I-]. Given the product [C:35]([O:25][C:18]1[CH:17]=[C:16]([C:8]2[C:9]3[C:14](=[CH:13][CH:12]=[CH:11][C:10]=3[F:15])[N:6]([C:4](=[O:5])[C:3]3[C:26]([C:30]([F:32])([F:31])[F:33])=[CH:27][CH:28]=[CH:29][C:2]=3[Cl:1])[N:7]=2)[CH:24]=[CH:23][C:19]=1[C:20]([OH:22])=[O:21])(=[O:36])[CH3:34], predict the reactants needed to synthesize it. (5) Given the product [CH3:3][N:2]([CH2:4][C:5]([N:7]1[CH2:12][CH2:11][CH:10]([O:13][C:14]2[CH:15]=[C:16]3[C:21](=[CH:22][CH:23]=2)[N:20]=[CH:19][N:18]=[C:17]3[NH:24][C:25]2[CH:26]=[CH:27][C:28]([O:31][CH2:36][C:35]3[CH:38]=[CH:39][CH:40]=[C:33]([F:32])[CH:34]=3)=[CH:29][CH:30]=2)[CH2:9][CH2:8]1)=[O:6])[CH3:1], predict the reactants needed to synthesize it. The reactants are: [CH3:1][N:2]([CH2:4][C:5]([N:7]1[CH2:12][CH2:11][CH:10]([O:13][C:14]2[CH:15]=[C:16]3[C:21](=[CH:22][CH:23]=2)[N:20]=[CH:19][N:18]=[C:17]3[NH:24][C:25]2[CH:30]=[CH:29][C:28]([OH:31])=[CH:27][CH:26]=2)[CH2:9][CH2:8]1)=[O:6])[CH3:3].[F:32][C:33]1[CH:34]=[C:35]([CH:38]=[CH:39][CH:40]=1)[CH2:36]O.C1(P(C2C=CC=CC=2)C2C=CC=CC=2)C=CC=CC=1. (6) Given the product [F:1][C:2]1[CH:7]=[CH:6][C:5]([CH2:8][C:9]([OH:11])=[O:10])=[C:4]([N+:17]([O-:19])=[O:18])[CH:3]=1, predict the reactants needed to synthesize it. The reactants are: [F:1][C:2]1[CH:7]=[CH:6][C:5]([CH:8](C(OC)=O)[C:9]([O:11]C)=[O:10])=[C:4]([N+:17]([O-:19])=[O:18])[CH:3]=1.C(OCC)(=O)C.CCCCCC. (7) The reactants are: [NH2:1][C:2]1[CH:7]=[C:6]([CH3:8])[CH:5]=[CH:4][C:3]=1[OH:9].C(N(CC)CC)C.Cl[C:18](OCC)=[O:19].C(=O)([O-])[O-].[K+].[K+].Cl. Given the product [CH3:8][C:6]1[CH:5]=[CH:4][C:3]2[O:9][C:18](=[O:19])[NH:1][C:2]=2[CH:7]=1, predict the reactants needed to synthesize it. (8) Given the product [O:26]1[C:25]2[CH:29]=[CH:30][C:22]([S:19]([N:14]([CH2:15][CH:16]([CH3:17])[CH3:18])[CH2:13][C@@H:12]([OH:31])[C@@H:11]([NH:32][C:33](=[O:43])[O:34][C@@H:35]3[C@H:42]4[C@H:38]([O:39][CH2:40][CH2:41]4)[O:37][CH2:36]3)[CH2:10][C:9]3[CH:44]=[CH:45][C:6]([O:5][CH2:4][CH2:3][CH2:2][NH:1][C:51]([C:48]4[CH:49]=[CH:50][O:46][CH:47]=4)=[O:52])=[CH:7][CH:8]=3)(=[O:21])=[O:20])=[CH:23][C:24]=2[O:28][CH2:27]1, predict the reactants needed to synthesize it. The reactants are: [NH2:1][CH2:2][CH2:3][CH2:4][O:5][C:6]1[CH:45]=[CH:44][C:9]([CH2:10][C@H:11]([NH:32][C:33](=[O:43])[O:34][C@@H:35]2[C@H:42]3[C@H:38]([O:39][CH2:40][CH2:41]3)[O:37][CH2:36]2)[C@H:12]([OH:31])[CH2:13][N:14]([S:19]([C:22]2[CH:30]=[CH:29][C:25]3[O:26][CH2:27][O:28][C:24]=3[CH:23]=2)(=[O:21])=[O:20])[CH2:15][CH:16]([CH3:18])[CH3:17])=[CH:8][CH:7]=1.[O:46]1[CH:50]=[CH:49][C:48]([C:51](O)=[O:52])=[CH:47]1.C(N(CC)C(C)C)(C)C.F[P-](F)(F)(F)(F)F.N1(OC(N(C)C)=[N+](C)C)C2N=CC=CC=2N=N1. (9) The reactants are: [BrH:1].[C:2]1([C:12]2[N:13]3[CH2:19][CH2:18][N:17]=[C:14]3[S:15][CH:16]=2)[C:11]2[C:6](=[CH:7][CH:8]=[CH:9][CH:10]=2)[CH:5]=[CH:4][CH:3]=1.C([O-])(O)=O.[Na+].[O-]S([O-])(=O)=O.[Mg+2].BrBr. Given the product [BrH:1].[Br:1][C:16]1[S:15][C:14]2=[N:17][CH2:18][CH2:19][N:13]2[C:12]=1[C:2]1[C:11]2[C:6](=[CH:7][CH:8]=[CH:9][CH:10]=2)[CH:5]=[CH:4][CH:3]=1, predict the reactants needed to synthesize it.